Dataset: Catalyst prediction with 721,799 reactions and 888 catalyst types from USPTO. Task: Predict which catalyst facilitates the given reaction. Reactant: [CH3:1][S:2]([C:5]1[CH:31]=[CH:30][C:8]([CH2:9][O:10][C:11]2[CH:12]=[C:13]([CH:17]3[CH2:22][CH2:21][N:20](C(OC(C)(C)C)=O)[CH2:19][CH2:18]3)[CH:14]=[CH:15][CH:16]=2)=[CH:7][CH:6]=1)(=[O:4])=[O:3].[ClH:32]. Product: [ClH:32].[CH3:1][S:2]([C:5]1[CH:6]=[CH:7][C:8]([CH2:9][O:10][C:11]2[CH:12]=[C:13]([CH:17]3[CH2:18][CH2:19][NH:20][CH2:21][CH2:22]3)[CH:14]=[CH:15][CH:16]=2)=[CH:30][CH:31]=1)(=[O:4])=[O:3]. The catalyst class is: 12.